This data is from Forward reaction prediction with 1.9M reactions from USPTO patents (1976-2016). The task is: Predict the product of the given reaction. (1) The product is: [CH3:1][O:2][N:3]=[C:4]1[C:12]2[C:7](=[C:8]([N:14]3[CH2:19][CH2:18][CH2:17][CH2:16][CH2:15]3)[CH:9]=[CH:10][CH:11]=2)[CH2:6][CH2:5]1. Given the reactants [CH3:1][O:2][N:3]=[C:4]1[C:12]2[C:7](=[C:8](Br)[CH:9]=[CH:10][CH:11]=2)[CH2:6][CH2:5]1.[NH:14]1[CH2:19][CH2:18][CH2:17][CH2:16][CH2:15]1.CC(C)([O-])C.[Na+].C1C=CC(P(C2C(C3C(P(C4C=CC=CC=4)C4C=CC=CC=4)=CC=C4C=3C=CC=C4)=C3C(C=CC=C3)=CC=2)C2C=CC=CC=2)=CC=1, predict the reaction product. (2) The product is: [CH2:1]([N:8]1[CH2:12][C@@H:11]([NH:13][CH2:14][C:15]2[CH:20]=[CH:19][C:18]([F:21])=[CH:17][C:16]=2[F:22])[CH2:10][C@H:9]1[C:30]([N:43]1[CH2:44][CH2:45][N:40]([C:36]2[CH:37]=[CH:38][CH:39]=[C:34]([Br:33])[CH:35]=2)[CH2:41][CH2:42]1)=[O:31])[C:2]1[CH:7]=[CH:6][CH:5]=[CH:4][CH:3]=1. Given the reactants [CH2:1]([N:8]1[CH2:12][CH:11]([N:13](C(OC(C)(C)C)=O)[CH2:14][C:15]2[CH:20]=[CH:19][C:18]([F:21])=[CH:17][C:16]=2[F:22])[CH2:10][CH:9]1[C:30](O)=[O:31])[C:2]1[CH:7]=[CH:6][CH:5]=[CH:4][CH:3]=1.[Br:33][C:34]1[CH:35]=[C:36]([N:40]2[CH2:45][CH2:44][NH:43][CH2:42][CH2:41]2)[CH:37]=[CH:38][CH:39]=1, predict the reaction product. (3) Given the reactants Cl[CH2:2][CH2:3][CH2:4][CH2:5][N:6]1[C:10]2[CH:11]=[CH:12][CH:13]=[CH:14][C:9]=2[N:8]=[CH:7]1.[O:15]1[CH:19]=[CH:18][CH:17]=[C:16]1[CH:20]1[CH2:25][CH2:24][NH:23][CH2:22][CH2:21]1.C(N(C(C)C)CC)(C)C.[I-].[K+], predict the reaction product. The product is: [N:6]1([CH2:5][CH2:4][CH2:3][CH2:2][N:23]2[CH2:24][CH2:25][CH:20]([C:16]3[O:15][CH:19]=[CH:18][CH:17]=3)[CH2:21][CH2:22]2)[C:10]2[CH:11]=[CH:12][CH:13]=[CH:14][C:9]=2[N:8]=[CH:7]1. (4) Given the reactants [CH3:1][C:2]1[N:6]([CH:7]([CH3:9])[CH3:8])[C:5]([C:10]2[CH:15]=[CH:14][N:13]=[C:12]([NH:16][CH:17]3[CH2:22][CH2:21][NH:20][CH2:19][CH2:18]3)[N:11]=2)=[CH:4][N:3]=1.[CH3:23][C:24]([CH3:39])([O:26][C:27]([N:29]1[CH2:34][CH2:33][CH:32]([CH2:35][C:36](O)=[O:37])[CH2:31][CH2:30]1)=[O:28])[CH3:25].CN(C(ON1N=NC2C=CC=NC1=2)=[N+](C)C)C.F[P-](F)(F)(F)(F)F.CCN(C(C)C)C(C)C, predict the reaction product. The product is: [CH3:1][C:2]1[N:6]([CH:7]([CH3:9])[CH3:8])[C:5]([C:10]2[CH:15]=[CH:14][N:13]=[C:12]([NH:16][CH:17]3[CH2:18][CH2:19][N:20]([C:36](=[O:37])[CH2:35][CH:32]4[CH2:33][CH2:34][N:29]([C:27]([O:26][C:24]([CH3:25])([CH3:23])[CH3:39])=[O:28])[CH2:30][CH2:31]4)[CH2:21][CH2:22]3)[N:11]=2)=[CH:4][N:3]=1. (5) Given the reactants [Br:1][C:2]1[CH:3]=[CH:4][C:5]([OH:16])=[C:6]([C:8]([C:10]2[CH:15]=[CH:14][CH:13]=[CH:12][CH:11]=2)=[O:9])[CH:7]=1.[CH3:17][O:18][C:19](=[O:39])[CH2:20][CH2:21][C:22]1[CH:27]=[CH:26][C:25]([O:28][CH2:29][CH2:30][CH:31](OS(C)(=O)=O)[CH3:32])=[CH:24][C:23]=1[CH3:38].C([O-])([O-])=O.[Cs+].[Cs+].Cl, predict the reaction product. The product is: [CH3:17][O:18][C:19](=[O:39])[CH2:20][CH2:21][C:22]1[CH:27]=[CH:26][C:25]([O:28][CH2:29][CH2:30][CH:31]([O:16][C:5]2[CH:4]=[CH:3][C:2]([Br:1])=[CH:7][C:6]=2[C:8](=[O:9])[C:10]2[CH:15]=[CH:14][CH:13]=[CH:12][CH:11]=2)[CH3:32])=[CH:24][C:23]=1[CH3:38]. (6) Given the reactants [CH:1]1([N:8]2[C:14]3[CH:15]=[CH:16][CH:17]=[CH:18][C:13]=3[N:12]([CH2:19][C:20](=[O:25])[C:21]([CH3:24])([CH3:23])[CH3:22])[C:11](=[O:26])[N:10]([CH2:27][C:28](O)=[O:29])[C:9]2=[O:31])[CH2:7][CH2:6][CH2:5][CH2:4][CH2:3][CH2:2]1.[NH2:32][C:33]1[CH:34]=[C:35]([C:39]2[NH:40][O:41][C:42](=[O:44])[N:43]=2)[CH:36]=[CH:37][CH:38]=1.CNC[C@@H]([C@H]([C@@H]([C@@H](CO)O)O)O)O.O1CCOCC1.O, predict the reaction product. The product is: [CH:1]1([N:8]2[C:14]3[CH:15]=[CH:16][CH:17]=[CH:18][C:13]=3[N:12]([CH2:19][C:20](=[O:25])[C:21]([CH3:24])([CH3:22])[CH3:23])[C:11](=[O:26])[N:10]([CH2:27][C:28]([NH:32][C:33]3[CH:38]=[CH:37][CH:36]=[C:35]([C:39]4[NH:40][O:41][C:42](=[O:44])[N:43]=4)[CH:34]=3)=[O:29])[C:9]2=[O:31])[CH2:2][CH2:3][CH2:4][CH2:5][CH2:6][CH2:7]1.